This data is from Full USPTO retrosynthesis dataset with 1.9M reactions from patents (1976-2016). The task is: Predict the reactants needed to synthesize the given product. (1) Given the product [Cl:7][C:8]1[CH:9]=[CH:10][C:11]([C:14]2[O:22][C:21]3[CH:20]=[CH:19][N:18]([C:23]4[CH:28]=[CH:27][CH:26]=[C:25]([O:29][CH2:32][CH2:33][C:34]([CH3:37])([CH3:36])[CH3:35])[CH:24]=4)[C:17](=[O:30])[C:16]=3[CH:15]=2)=[CH:12][CH:13]=1, predict the reactants needed to synthesize it. The reactants are: C(=O)([O-])[O-].[K+].[K+].[Cl:7][C:8]1[CH:13]=[CH:12][C:11]([C:14]2[O:22][C:21]3[CH:20]=[CH:19][N:18]([C:23]4[CH:28]=[CH:27][CH:26]=[C:25]([OH:29])[CH:24]=4)[C:17](=[O:30])[C:16]=3[CH:15]=2)=[CH:10][CH:9]=1.Br[CH2:32][CH2:33][C:34]([CH3:37])([CH3:36])[CH3:35]. (2) The reactants are: [NH2:1][C:2]1[N:7]2[CH:8]=[C:9]([CH3:11])[N:10]=[C:6]2[C:5]([C:12]([NH:14][CH2:15][CH:16]2[CH2:21][CH2:20][N:19]([CH2:22][C:23](=[O:28])[C:24](C)(C)C)[CH2:18][CH2:17]2)=[O:13])=[CH:4][C:3]=1[Cl:29].N[CH2:31]C1CCN(C(OC(C)(C)C)=O)CC1. Given the product [NH2:1][C:2]1[N:7]2[CH:8]=[C:9]([CH3:11])[N:10]=[C:6]2[C:5]([C:12]([NH:14][CH2:15][CH:16]2[CH2:17][CH2:18][N:19]([CH2:22][C:23]([OH:28])([CH3:31])[CH3:24])[CH2:20][CH2:21]2)=[O:13])=[CH:4][C:3]=1[Cl:29], predict the reactants needed to synthesize it. (3) Given the product [C:5]12([C:3](=[O:4])[CH2:2][S:21][C:19]3[S:20][C:16]([NH2:15])=[N:17][N:18]=3)[CH2:14][CH:9]3[CH2:10][CH:11]([CH2:13][CH:7]([CH2:8]3)[CH2:6]1)[CH2:12]2, predict the reactants needed to synthesize it. The reactants are: Br[CH2:2][C:3]([C:5]12[CH2:14][CH:9]3[CH2:10][CH:11]([CH2:13][CH:7]([CH2:8]3)[CH2:6]1)[CH2:12]2)=[O:4].[NH2:15][C:16]1[S:20][C:19]([SH:21])=[N:18][N:17]=1.C(N(CC)CC)C. (4) Given the product [Br:1][C:2]1[CH:7]=[C:6]([F:8])[CH:5]=[CH:4][C:3]=1[CH2:9][C:10]([NH2:14])=[O:11], predict the reactants needed to synthesize it. The reactants are: [Br:1][C:2]1[CH:7]=[C:6]([F:8])[CH:5]=[CH:4][C:3]=1[CH2:9][C:10](Cl)=[O:11].[OH-].[NH4+:14].C1COCC1. (5) Given the product [Cl:24][C:18]1[CH:19]=[C:20]([Cl:23])[CH:21]=[CH:22][C:17]=1[CH2:16][O:15][C:13]1[CH:12]=[CH:11][C:10]2[C:6]([O:5][CH2:4][C:1]([OH:3])=[O:2])=[CH:7][S:8][C:9]=2[CH:14]=1, predict the reactants needed to synthesize it. The reactants are: [C:1]([CH2:4][O:5][C:6]1[C:10]2[CH:11]=[CH:12][C:13]([O:15][CH2:16][C:17]3[CH:22]=[CH:21][C:20]([Cl:23])=[CH:19][C:18]=3[Cl:24])=[CH:14][C:9]=2[S:8][C:7]=1C(O)=O)([OH:3])=[O:2].N1C2C(=CC=CC=2)C=CC=1. (6) Given the product [NH:18]1[C:26]2[C:21](=[CH:22][C:23]([C:27]([NH:1][C:2]3[CH:17]=[CH:16][C:5]4[N:6]([C:9]5[CH:10]=[CH:11][C:12]([NH:15][C:27]([C:23]6[CH:22]=[C:21]7[C:26](=[CH:25][CH:24]=6)[NH:18][CH:19]=[CH:20]7)=[O:29])=[CH:13][CH:14]=5)[CH:7]=[N:8][C:4]=4[CH:3]=3)=[O:29])=[CH:24][CH:25]=2)[CH:20]=[CH:19]1, predict the reactants needed to synthesize it. The reactants are: [NH2:1][C:2]1[CH:17]=[CH:16][C:5]2[N:6]([C:9]3[CH:14]=[CH:13][C:12]([NH2:15])=[CH:11][CH:10]=3)[CH:7]=[N:8][C:4]=2[CH:3]=1.[NH:18]1[C:26]2[C:21](=[CH:22][C:23]([C:27]([OH:29])=O)=[CH:24][CH:25]=2)[CH:20]=[CH:19]1. (7) Given the product [F:22][C:23]([F:28])([F:27])[C:24]([OH:26])=[O:25].[CH3:48][NH:47][C:45]([C:43]1[N:42]=[N:41][N:40]([CH2:39][CH2:38][CH2:37][CH2:36][C:33]2[N:34]=[N:35][C:30]([NH:29][C:17](=[O:19])[CH2:16][C:12]3[CH:13]=[N:14][CH:15]=[C:10]([C:6]4[CH:7]=[CH:8][CH:9]=[C:4]([O:3][C:2]([F:1])([F:21])[F:20])[CH:5]=4)[CH:11]=3)=[CH:31][CH:32]=2)[CH:44]=1)=[O:46], predict the reactants needed to synthesize it. The reactants are: [F:1][C:2]([F:21])([F:20])[O:3][C:4]1[CH:5]=[C:6]([C:10]2[CH:11]=[C:12]([CH2:16][C:17]([OH:19])=O)[CH:13]=[N:14][CH:15]=2)[CH:7]=[CH:8][CH:9]=1.[F:22][C:23]([F:28])([F:27])[C:24]([OH:26])=[O:25].[NH2:29][C:30]1[N:35]=[N:34][C:33]([CH2:36][CH2:37][CH2:38][CH2:39][N:40]2[CH:44]=[C:43]([C:45]([NH:47][CH3:48])=[O:46])[N:42]=[N:41]2)=[CH:32][CH:31]=1.C(P1(=O)OP(CCC)(=O)OP(CCC)(=O)O1)CC.N1C=CC=CC=1. (8) Given the product [Cl:61][C:58]1[CH:16]=[CH:15][C:14]([N:13]([CH2:12][C:11]#[N:10])[C:48]([C:33]2([NH:32][C:30](=[O:31])[O:29][C:25]([CH3:27])([CH3:28])[CH3:26])[CH2:34][CH2:35][N:36]([C:39]3[C:40]4[CH:47]=[CH:46][NH:45][C:41]=4[N:42]=[CH:43][N:44]=3)[CH2:37][CH2:38]2)=[O:49])=[CH:56][CH:57]=1, predict the reactants needed to synthesize it. The reactants are: F[P-](F)(F)(F)(F)F.N1(OC(N(C)C)=[N+](C)C)[C:12]2[N:13]=[CH:14][CH:15]=[CH:16][C:11]=2[N:10]=N1.[C:25]([O:29][C:30]([NH:32][C:33]1([C:48](O)=[O:49])[CH2:38][CH2:37][N:36]([C:39]2[C:40]3[CH:47]=[CH:46][NH:45][C:41]=3[N:42]=[CH:43][N:44]=2)[CH2:35][CH2:34]1)=[O:31])([CH3:28])([CH3:27])[CH3:26].NC(C1C=C[C:58]([Cl:61])=[CH:57][CH:56]=1)C#N.C(N(C(C)C)C(C)C)C.